From a dataset of Forward reaction prediction with 1.9M reactions from USPTO patents (1976-2016). Predict the product of the given reaction. (1) Given the reactants [CH2:1]([N:3]([C:17]1[C:22]2[CH2:23][CH:24]=[CH:25][CH2:26][CH2:27][CH2:28][C:29]3[CH:38]=[C:37]([CH3:39])[CH:36]=[C:35]([O:40]C)[C:30]=3[CH2:31][NH:32][C:33](=[O:34])[C:21]=2[CH:20]=[N:19][CH:18]=1)[CH:4]1[CH2:9][CH2:8][N:7](C(OC(C)(C)C)=O)[CH2:6][CH2:5]1)[CH3:2].Cl, predict the reaction product. The product is: [CH2:1]([N:3]([CH:4]1[CH2:5][CH2:6][NH:7][CH2:8][CH2:9]1)[C:17]1[C:22]2[CH2:23][CH:24]=[CH:25][CH2:26][CH2:27][CH2:28][C:29]3[CH:38]=[C:37]([CH3:39])[CH2:36][C:35](=[O:40])[C:30]=3[CH2:31][NH:32][C:33](=[O:34])[C:21]=2[CH:20]=[N:19][CH:18]=1)[CH3:2]. (2) Given the reactants [NH:1]([C:3]1[CH:12]=[CH:11][CH:10]=[C:9]2[C:4]=1[CH:5]=[CH:6][CH:7]=[N:8]2)[NH2:2].[CH3:13][CH:14]1[C:18]([CH3:20])([CH3:19])[C:17]([C:22](O)=[O:23])([CH3:21])[CH2:16][CH2:15]1, predict the reaction product. The product is: [CH3:21][C@@:17]1([C:22]([NH:2][NH:1][C:3]2[CH:12]=[CH:11][CH:10]=[C:9]3[C:4]=2[CH:5]=[CH:6][CH:7]=[N:8]3)=[O:23])[CH2:16][CH2:15][C@H:14]([CH3:13])[C:18]1([CH3:20])[CH3:19]. (3) Given the reactants Cl.[NH2:2][C:3]1[C:12]([N:13]2[CH2:18][CH2:17][O:16][CH2:15][CH2:14]2)=[CH:11][C:10]2[C:5](=[CH:6][CH:7]=[C:8]([C:19]3[C:27]([CH2:28][CH2:29][C:30]([CH3:33])([CH3:32])[CH3:31])=[CH:26][CH:25]=[CH:24][C:20]=3[C:21](O)=[O:22])[CH:9]=2)[N:4]=1.CN(C(ON1N=NC2C=CC=NC1=2)=[N+](C)C)C.F[P-](F)(F)(F)(F)F.Cl.[F:59][C@@H:60]1[CH2:64][CH2:63][NH:62][CH2:61]1.CCN(C(C)C)C(C)C, predict the reaction product. The product is: [NH2:2][C:3]1[C:12]([N:13]2[CH2:14][CH2:15][O:16][CH2:17][CH2:18]2)=[CH:11][C:10]2[C:5](=[CH:6][CH:7]=[C:8]([C:19]3[C:27]([CH2:28][CH2:29][C:30]([CH3:31])([CH3:32])[CH3:33])=[CH:26][CH:25]=[CH:24][C:20]=3[C:21]([N:62]3[CH2:63][CH2:64][C@@H:60]([F:59])[CH2:61]3)=[O:22])[CH:9]=2)[N:4]=1. (4) Given the reactants [CH2:1]([C:3]1[CH:4]=[N:5][C:6]([N:9]2[CH2:14][CH2:13][CH:12]([O:15][N:16]=[C:17]3[CH2:22][CH2:21][N:20]([C:23]4[C:28]([F:29])=[CH:27][C:26]([CH2:30][C:31]([OH:33])=O)=[C:25]([F:34])[CH:24]=4)[CH2:19][CH2:18]3)[CH2:11][CH2:10]2)=[N:7][CH:8]=1)[CH3:2].[NH2:35][CH:36]1[CH2:41][CH2:40][N:39]([CH3:42])[CH2:38][CH2:37]1.C1C=CC2N(O)N=NC=2C=1.CO, predict the reaction product. The product is: [CH2:1]([C:3]1[CH:4]=[N:5][C:6]([N:9]2[CH2:10][CH2:11][CH:12]([O:15][N:16]=[C:17]3[CH2:22][CH2:21][N:20]([C:23]4[C:28]([F:29])=[CH:27][C:26]([CH2:30][C:31]([NH:35][CH:36]5[CH2:41][CH2:40][N:39]([CH3:42])[CH2:38][CH2:37]5)=[O:33])=[C:25]([F:34])[CH:24]=4)[CH2:19][CH2:18]3)[CH2:13][CH2:14]2)=[N:7][CH:8]=1)[CH3:2].